From a dataset of Forward reaction prediction with 1.9M reactions from USPTO patents (1976-2016). Predict the product of the given reaction. (1) The product is: [CH2:1]([C:5]1[S:6][C:7]([C:16]2([OH:15])[CH2:17][CH2:18][N:19]([C:22]([O:24][C:25]([CH3:27])([CH3:26])[CH3:28])=[O:23])[CH2:20][CH2:21]2)=[CH:8][CH:9]=1)[CH2:2][CH2:3][CH3:4]. Given the reactants [CH2:1]([C:5]1[S:6][CH:7]=[CH:8][CH:9]=1)[CH2:2][CH2:3][CH3:4].C([Li])CCC.[O:15]=[C:16]1[CH2:21][CH2:20][N:19]([C:22]([O:24][C:25]([CH3:28])([CH3:27])[CH3:26])=[O:23])[CH2:18][CH2:17]1, predict the reaction product. (2) Given the reactants [CH3:1][O:2][C:3](=[O:17])[C:4](=O)[CH:5](Cl)[C:6]1[CH:11]=[CH:10][CH:9]=[C:8]([N+:12]([O-:14])=[O:13])[CH:7]=1.[C:18]([NH2:21])(=[S:20])[CH3:19], predict the reaction product. The product is: [CH3:1][O:2][C:3]([C:4]1[N:21]=[C:18]([CH3:19])[S:20][C:5]=1[C:6]1[CH:11]=[CH:10][CH:9]=[C:8]([N+:12]([O-:14])=[O:13])[CH:7]=1)=[O:17]. (3) Given the reactants [C:1]([N:4]1[C:13]2[C:8](=[C:9]([O:15][C:16]3[CH:24]=[CH:23][C:19]([C:20]([NH2:22])=[O:21])=[CH:18][CH:17]=3)[C:10](Br)=[CH:11][CH:12]=2)[CH2:7][CH2:6][C@@H:5]1[CH3:25])(=[O:3])[CH3:2].[CH:26]1([N:29]2[CH:33]=[C:32](B3OC(C)(C)C(C)(C)O3)[CH:31]=[N:30]2)[CH2:28][CH2:27]1.ClCCl.C(=O)([O-])[O-].[K+].[K+], predict the reaction product. The product is: [C:1]([N:4]1[C:13]2[C:8](=[C:9]([O:15][C:16]3[CH:24]=[CH:23][C:19]([C:20]([NH2:22])=[O:21])=[CH:18][CH:17]=3)[C:10]([C:32]3[CH:31]=[N:30][N:29]([CH:26]4[CH2:28][CH2:27]4)[CH:33]=3)=[CH:11][CH:12]=2)[CH2:7][CH2:6][C@@H:5]1[CH3:25])(=[O:3])[CH3:2].